This data is from Full USPTO retrosynthesis dataset with 1.9M reactions from patents (1976-2016). The task is: Predict the reactants needed to synthesize the given product. (1) Given the product [C:31]([O:30][C:28]([N:35]1[CH2:39][CH2:38][CH:37]([NH:27][C:20]2[CH:21]=[C:22]([Cl:26])[CH:23]=[C:24]3[C:19]=2[NH:18][C:17]([C:15](=[O:16])[NH:14][C:11]2[CH:10]=[CH:9][C:8]([O:1][C:2]4[CH:7]=[CH:6][CH:5]=[CH:4][CH:3]=4)=[CH:13][CH:12]=2)=[CH:25]3)[CH2:36]1)=[O:29])([CH3:34])([CH3:32])[CH3:33], predict the reactants needed to synthesize it. The reactants are: [O:1]([C:8]1[CH:13]=[CH:12][C:11]([NH:14][C:15]([C:17]2[NH:18][C:19]3[C:24]([CH:25]=2)=[CH:23][C:22]([Cl:26])=[CH:21][C:20]=3[NH2:27])=[O:16])=[CH:10][CH:9]=1)[C:2]1[CH:7]=[CH:6][CH:5]=[CH:4][CH:3]=1.[C:28]([N:35]1[CH2:39][CH2:38][C:37](=O)[CH2:36]1)([O:30][C:31]([CH3:34])([CH3:33])[CH3:32])=[O:29]. (2) Given the product [Cl:16][C:13]1[CH:14]=[CH:15][C:10]([NH:9][C:7]([C:6]2[CH:29]=[CH:30][C:3]([CH2:2][NH:1][C:32]([N:50]3[CH2:55][CH2:54][NH:53][CH2:52][CH2:51]3)=[O:33])=[CH:4][C:5]=2[F:31])=[O:8])=[C:11]([N:17]2[CH2:18][CH2:19][N:20]([CH2:23][CH2:24][C:25]([F:27])([F:26])[F:28])[CH2:21][CH2:22]2)[CH:12]=1, predict the reactants needed to synthesize it. The reactants are: [NH2:1][CH2:2][C:3]1[CH:30]=[CH:29][C:6]([C:7]([NH:9][C:10]2[CH:15]=[CH:14][C:13]([Cl:16])=[CH:12][C:11]=2[N:17]2[CH2:22][CH2:21][N:20]([CH2:23][CH2:24][C:25]([F:28])([F:27])[F:26])[CH2:19][CH2:18]2)=[O:8])=[C:5]([F:31])[CH:4]=1.[C:32](=O)(ON1C(=O)CCC1=O)[O:33]N1C(=O)CCC1=O.[NH:50]1[CH2:55][CH2:54][NH:53][CH2:52][CH2:51]1.O. (3) Given the product [CH2:8]([NH:10][C:11]([NH:1][CH2:2][C:3]([CH3:7])([CH3:6])[CH2:4][OH:5])=[O:12])[CH3:9], predict the reactants needed to synthesize it. The reactants are: [NH2:1][CH2:2][C:3]([CH3:7])([CH3:6])[CH2:4][OH:5].[CH2:8]([N:10]=[C:11]=[O:12])[CH3:9]. (4) The reactants are: [N:1]1([C:6]2[CH:12]=[CH:11][C:9]([NH2:10])=[CH:8][CH:7]=2)[CH:5]=[CH:4][N:3]=[CH:2]1.[C:13]1([C:19]2[O:23][N:22]=[CH:21][C:20]=2[CH2:24][CH2:25][CH2:26][C:27](O)=[O:28])[CH:18]=[CH:17][CH:16]=[CH:15][CH:14]=1.O.ON1C2C=CC=CC=2N=N1.Cl.C(N=C=NCCCN(C)C)C. Given the product [N:1]1([C:6]2[CH:12]=[CH:11][C:9]([NH:10][C:27](=[O:28])[CH2:26][CH2:25][CH2:24][C:20]3[CH:21]=[N:22][O:23][C:19]=3[C:13]3[CH:14]=[CH:15][CH:16]=[CH:17][CH:18]=3)=[CH:8][CH:7]=2)[CH:5]=[CH:4][N:3]=[CH:2]1, predict the reactants needed to synthesize it. (5) Given the product [NH2:1][C:2]1[NH:3][C:4](=[O:23])[C:5]2[C:10]([CH2:11][CH3:12])=[CH:9][N:8]([C@@H:13]3[O:19][C@H:18]([CH2:20][OH:21])[C@@H:16]([OH:17])[C@H:14]3[OH:15])[C:6]=2[N:7]=1, predict the reactants needed to synthesize it. The reactants are: [NH2:1][C:2]1[N:3]=[C:4](Cl)[C:5]2[C:10]([CH2:11][CH3:12])=[CH:9][N:8]([C@@H:13]3[O:19][C@H:18]([CH2:20][OH:21])[C@@H:16]([OH:17])[C@H:14]3[OH:15])[C:6]=2[N:7]=1.[OH-:23].[Na+]. (6) Given the product [CH3:19][S:16]([CH:13]1[CH2:14][CH2:15][N:10]([C:6]2[CH:7]=[CH:8][CH:9]=[C:2]3[C:3]=2[CH:4]=[N:29][N:28]3[C:26]2[CH:25]=[CH:24][N:23]=[C:22]([S:21][CH3:20])[N:27]=2)[CH2:11][CH2:12]1)(=[O:18])=[O:17], predict the reactants needed to synthesize it. The reactants are: F[C:2]1[CH:9]=[CH:8][CH:7]=[C:6]([N:10]2[CH2:15][CH2:14][CH:13]([S:16]([CH3:19])(=[O:18])=[O:17])[CH2:12][CH2:11]2)[C:3]=1[CH:4]=O.[CH3:20][S:21][C:22]1[N:27]=[C:26]([NH:28][NH2:29])[CH:25]=[CH:24][N:23]=1.C1CCN2C(=NCCC2)CC1. (7) Given the product [CH2:20]([C:22]1[CH:23]=[C:24]([NH:28][C:29](=[O:30])[NH:1][C:2]2[CH:3]=[CH:4][C:5]([C:8]3[C:16]4[C:11](=[N:12][CH:13]=[CH:14][CH:15]=4)[NH:10][C:9]=3[C:17]([NH2:19])=[O:18])=[CH:6][CH:7]=2)[CH:25]=[CH:26][CH:27]=1)[CH3:21], predict the reactants needed to synthesize it. The reactants are: [NH2:1][C:2]1[CH:7]=[CH:6][C:5]([C:8]2[C:16]3[C:11](=[N:12][CH:13]=[CH:14][CH:15]=3)[NH:10][C:9]=2[C:17]([NH2:19])=[O:18])=[CH:4][CH:3]=1.[CH2:20]([C:22]1[CH:23]=[C:24]([N:28]=[C:29]=[O:30])[CH:25]=[CH:26][CH:27]=1)[CH3:21]. (8) The reactants are: Br[CH2:2][C:3]1[CH:8]=[CH:7][CH:6]=[CH:5][C:4]=1[CH2:9]Br.[N:11]1([CH2:16][C:17]([N:19]2[CH2:23][C@H:22]([NH2:24])[CH2:21][C@H:20]2[C:25]([NH:27][C:28]2[CH:33]=[CH:32][C:31]([O:34][C:35]3[CH:40]=[CH:39][C:38]([F:41])=[CH:37][CH:36]=3)=[CH:30][CH:29]=2)=[O:26])=[O:18])[CH:15]=[N:14][CH:13]=[N:12]1. Given the product [N:11]1([CH2:16][C:17]([N:19]2[CH2:23][C@H:22]([N:24]3[CH2:9][C:4]4[C:3](=[CH:8][CH:7]=[CH:6][CH:5]=4)[CH2:2]3)[CH2:21][C@H:20]2[C:25]([NH:27][C:28]2[CH:29]=[CH:30][C:31]([O:34][C:35]3[CH:36]=[CH:37][C:38]([F:41])=[CH:39][CH:40]=3)=[CH:32][CH:33]=2)=[O:26])=[O:18])[CH:15]=[N:14][CH:13]=[N:12]1, predict the reactants needed to synthesize it. (9) Given the product [CH2:28]([N:27]([CH2:30][CH3:31])[C:25](=[O:26])[CH2:24][O:20][N:19]=[C:16]1[CH2:17][CH2:18][N:13]([S:10]([C:7]2[CH:6]=[CH:5][C:4]([O:3][C:2]([F:1])([F:21])[F:22])=[CH:9][CH:8]=2)(=[O:12])=[O:11])[CH2:14][CH2:15]1)[CH3:29], predict the reactants needed to synthesize it. The reactants are: [F:1][C:2]([F:22])([F:21])[O:3][C:4]1[CH:9]=[CH:8][C:7]([S:10]([N:13]2[CH2:18][CH2:17][C:16](=[N:19][OH:20])[CH2:15][CH2:14]2)(=[O:12])=[O:11])=[CH:6][CH:5]=1.Cl[CH2:24][C:25]([N:27]([CH2:30][CH3:31])[CH2:28][CH3:29])=[O:26].C(=O)([O-])[O-].[K+].[K+].[I-].[K+]. (10) The reactants are: [CH2:1]1[C:13]2[NH:12][C:11]3[C:6](=[CH:7][CH:8]=[CH:9][CH:10]=3)[C:5]=2[CH2:4][CH2:3][NH:2]1.[CH:14](=O)[CH2:15][CH3:16].C(O)(=O)C.C(O[BH-](OC(=O)C)OC(=O)C)(=O)C.[Na+]. Given the product [CH2:14]([N:2]1[CH2:3][CH2:4][C:5]2[C:6]3[C:11](=[CH:10][CH:9]=[CH:8][CH:7]=3)[NH:12][C:13]=2[CH2:1]1)[CH2:15][CH3:16], predict the reactants needed to synthesize it.